Dataset: Full USPTO retrosynthesis dataset with 1.9M reactions from patents (1976-2016). Task: Predict the reactants needed to synthesize the given product. Given the product [Cl:1][C:2]1[CH:3]=[CH:4][C:5]([O:23][CH2:24][C:25]2[CH:26]=[CH:27][CH:28]=[CH:29][CH:30]=2)=[C:6]([C:8]2[N:9]([C:14]3[CH:15]=[C:16]([CH:20]=[CH:21][CH:22]=3)[C:17]([NH:52][CH2:45][C:46]3[CH:51]=[CH:50][CH:49]=[CH:48][CH:47]=3)=[O:18])[C:10]([CH3:13])=[CH:11][CH:12]=2)[CH:7]=1, predict the reactants needed to synthesize it. The reactants are: [Cl:1][C:2]1[CH:3]=[CH:4][C:5]([O:23][CH2:24][C:25]2[CH:30]=[CH:29][CH:28]=[CH:27][CH:26]=2)=[C:6]([C:8]2[N:9]([C:14]3[CH:15]=[C:16]([CH:20]=[CH:21][CH:22]=3)[C:17](O)=[O:18])[C:10]([CH3:13])=[CH:11][CH:12]=2)[CH:7]=1.C(Cl)CCl.C1C=CC2N(O)N=NC=2C=1.[CH2:45]([NH2:52])[C:46]1[CH:51]=[CH:50][CH:49]=[CH:48][CH:47]=1.